Dataset: Full USPTO retrosynthesis dataset with 1.9M reactions from patents (1976-2016). Task: Predict the reactants needed to synthesize the given product. Given the product [Br:23][C:22]([Br:25])=[CH:21][C:30]1[C:29]2[C:33](=[CH:34][CH:35]=[C:27]([Cl:26])[CH:28]=2)[N:32]([CH3:36])[C:31]=1[C:37]1[CH:42]=[CH:41][C:40]([Cl:43])=[CH:39][CH:38]=1, predict the reactants needed to synthesize it. The reactants are: C1(P(C2C=CC=CC=2)C2C=CC=CC=2)C=CC=CC=1.Br[CH2:21][C:22]([Br:25])(Br)[Br:23].[Cl:26][C:27]1[CH:28]=[C:29]2[C:33](=[CH:34][CH:35]=1)[N:32]([CH3:36])[C:31]([C:37]1[CH:42]=[CH:41][C:40]([Cl:43])=[CH:39][CH:38]=1)=[C:30]2C=O.C(N(CC)CC)C.